This data is from Full USPTO retrosynthesis dataset with 1.9M reactions from patents (1976-2016). The task is: Predict the reactants needed to synthesize the given product. (1) Given the product [CH3:1][C:2]([C:5]1[CH:9]=[CH:8][N:7]([CH:18]2[CH2:22][CH2:21][N:20]([C:24]3[CH:29]=[CH:28][CH:27]=[C:26]([C:30]([F:33])([F:32])[F:31])[CH:25]=3)[C:19]2=[O:34])[N:6]=1)([CH3:4])[CH3:3], predict the reactants needed to synthesize it. The reactants are: [CH3:1][C:2]([C:5]1[CH:9]=[CH:8][NH:7][N:6]=1)([CH3:4])[CH3:3].[H-].[Na+].CS(O)(=O)=O.O[C:18]1[C:22](=O)[CH2:21][N:20]([C:24]2[CH:29]=[CH:28][CH:27]=[C:26]([C:30]([F:33])([F:32])[F:31])[CH:25]=2)[CH:19]=1.[OH2:34]. (2) Given the product [BrH:20].[NH2:2][C:3]1[C:4]([OH:17])=[C:5]([C:9]2[CH:10]=[C:11]([C:14]([OH:16])=[O:15])[S:12][CH:13]=2)[CH:6]=[CH:7][CH:8]=1, predict the reactants needed to synthesize it. The reactants are: Br.[NH2:2][C:3]1[C:4]([O:17]C)=[C:5]([C:9]2[CH:10]=[C:11]([C:14]([OH:16])=[O:15])[S:12][CH:13]=2)[CH:6]=[CH:7][CH:8]=1.B(Br)(Br)[Br:20]. (3) Given the product [N+:29]([CH2:32][CH:9]([NH:10][C:11](=[O:17])[O:12][C:13]([CH3:16])([CH3:14])[CH3:15])[C:5]1[CH:6]=[CH:7][CH:8]=[C:3]([C:2]([F:18])([F:19])[F:1])[CH:4]=1)([O-:31])=[O:30], predict the reactants needed to synthesize it. The reactants are: [F:1][C:2]([F:19])([F:18])[C:3]1[CH:4]=[C:5](/[CH:9]=[N:10]/[C:11](=[O:17])[O:12][C:13]([CH3:16])([CH3:15])[CH3:14])[CH:6]=[CH:7][CH:8]=1.C(N(CC)C(C)C)(C)C.[N+:29]([CH3:32])([O-:31])=[O:30]. (4) The reactants are: [CH:1]1[C:15](=[O:16])[N:14]=[C:13]2[N:3]([C@@H:4]3[O:8][C@H:7]([CH2:9][OH:10])[C@@H:6]([OH:11])[C@@H:5]3[O:12]2)[CH:2]=1.[CH:17]1[C:26]2[C:21](=[CH:22][CH:23]=[CH:24][CH:25]=2)[CH:20]=[CH:19][C:18]=1[OH:27]. Given the product [CH:17]1[C:26]2[C:21](=[CH:22][CH:23]=[CH:24][CH:25]=2)[CH:20]=[CH:19][C:18]=1[O:27][C@@H:5]1[C@H:6]([OH:11])[C@@H:7]([CH2:9][OH:10])[O:8][C@H:4]1[N:3]1[CH:2]=[CH:1][C:15](=[O:16])[NH:14][C:13]1=[O:12], predict the reactants needed to synthesize it.